Dataset: Full USPTO retrosynthesis dataset with 1.9M reactions from patents (1976-2016). Task: Predict the reactants needed to synthesize the given product. Given the product [CH3:8][S:9]([C:12]1[CH:13]=[CH:14][C:15]([O:16][C:17]2[N:22]=[CH:21][N:20]=[C:19]3[N:23]([CH:26]4[CH2:27][CH2:28][N:29]([C:34](=[O:39])[CH2:35][CH:36]([CH3:38])[CH3:37])[CH2:30][CH2:31]4)[N:24]=[CH:25][C:18]=23)=[CH:32][CH:33]=1)(=[O:11])=[O:10], predict the reactants needed to synthesize it. The reactants are: FC(F)(F)C(O)=O.[CH3:8][S:9]([C:12]1[CH:33]=[CH:32][C:15]([O:16][C:17]2[N:22]=[CH:21][N:20]=[C:19]3[N:23]([CH:26]4[CH2:31][CH2:30][NH:29][CH2:28][CH2:27]4)[N:24]=[CH:25][C:18]=23)=[CH:14][CH:13]=1)(=[O:11])=[O:10].[C:34](Cl)(=[O:39])[CH2:35][CH:36]([CH3:38])[CH3:37].